This data is from Peptide-MHC class II binding affinity with 134,281 pairs from IEDB. The task is: Regression. Given a peptide amino acid sequence and an MHC pseudo amino acid sequence, predict their binding affinity value. This is MHC class II binding data. (1) The binding affinity (normalized) is 0.371. The peptide sequence is ARILLLVPSISLLSQ. The MHC is HLA-DQA10501-DQB10201 with pseudo-sequence HLA-DQA10501-DQB10201. (2) The peptide sequence is KLSDLIIADTSTAQE. The MHC is DRB1_0701 with pseudo-sequence DRB1_0701. The binding affinity (normalized) is 0.122. (3) The peptide sequence is AFTVVLSGGTLIDTL. The MHC is DRB1_0901 with pseudo-sequence DRB1_0901. The binding affinity (normalized) is 0.851. (4) The peptide sequence is AAPLSWSKDIYNYME. The MHC is DRB1_1101 with pseudo-sequence DRB1_1101. The binding affinity (normalized) is 0.107. (5) The peptide sequence is YDKFLANVWTVLTGK. The MHC is DRB1_0404 with pseudo-sequence DRB1_0404. The binding affinity (normalized) is 0.747. (6) The peptide sequence is VVAVGLRVVCAK. The MHC is DRB1_0301 with pseudo-sequence DRB1_0301. The binding affinity (normalized) is 0.136. (7) The peptide sequence is TIFFTASLFLHLVGI. The binding affinity (normalized) is 0.842. The MHC is DRB1_0101 with pseudo-sequence DRB1_0101. (8) The peptide sequence is VSLIAVIKGIINLYK. The MHC is DRB1_0404 with pseudo-sequence DRB1_0404. The binding affinity (normalized) is 0.565. (9) The peptide sequence is AASGAATVAAGGYKV. The MHC is DRB1_1001 with pseudo-sequence DRB1_1001. The binding affinity (normalized) is 0.271.